From a dataset of Drug-target binding data from BindingDB using IC50 measurements. Regression. Given a target protein amino acid sequence and a drug SMILES string, predict the binding affinity score between them. We predict pIC50 (pIC50 = -log10(IC50 in M); higher means more potent). Dataset: bindingdb_ic50. The compound is C[C@](Cc1c[nH]c2ccccc12)(NC(=O)OC1[C@H]2C[C@@H]3C[C@@H](C[C@H]1C3)C2)C(=O)N[C@H](COC(=O)CCC(=O)O)Cc1ccccc1. The target protein (P56481) has sequence MDLLKLNRSLQGPGPGSGSSLCRPGVSLLNSSSAGNLSCETPRIRGTGTRELELTIRITLYAVIFLMSVGGNVLIIVVLGLSRRLRTVTNAFLLSLAVSDLLLAVACMPFTLLPNLMGTFIFGTVICKAVSYLMGVSVSVSTLNLAAIALERYSAICRPLQARVWQTRSHAARVILATWLLSGLLMVPYPVYTVVQPVGPRILQCMHLWPSERVQQMWSVLLLILLFFIPGVVMAVAYGLISRELYLGLRFDGDNDSETQSRVRNQGGLPGGAAAPGPVHQNGGCRHVTSLTGEDSDGCYVQLPRSRLEMTTLTTPTTGPGPGPRPNQAKLLAKKRVVRMLLVIVLLFFVCWLPVYSANTWRAFDGPGARRALAGAPISFIHLLSYTSACANPLVYCFMHRRFRQACLDTCARCCPRPPRARPRPLPDEDPPTPSIASLSRLSYTTISTLGPG. The pIC50 is 8.5.